Dataset: Full USPTO retrosynthesis dataset with 1.9M reactions from patents (1976-2016). Task: Predict the reactants needed to synthesize the given product. (1) Given the product [CH3:10][C:4]1[C:3]([CH3:11])=[C:2]([CH3:12])[C:7]([CH3:8])=[CH:6][N+:5]=1[O-:9], predict the reactants needed to synthesize it. The reactants are: Br[C:2]1[C:7]([CH3:8])=[CH:6][N+:5]([O-:9])=[C:4]([CH3:10])[C:3]=1[CH3:11].[CH3:12][Al](C)C.[Cl-].[NH4+]. (2) Given the product [CH3:1][C:2]1[CH:3]=[CH:4][C:5]([CH2:6][N:7]2[CH2:11][CH2:10][C@@H:9]([NH2:12])[CH2:8]2)=[CH:20][CH:21]=1, predict the reactants needed to synthesize it. The reactants are: [CH3:1][C:2]1[CH:21]=[CH:20][C:5]([CH2:6][N:7]2[CH2:11][CH2:10][C@@H:9]([NH:12]C(=O)OC(C)(C)C)[CH2:8]2)=[CH:4][CH:3]=1.Cl. (3) Given the product [Br:1][C:2]1[CH:3]=[CH:4][C:5]([O:11][CH:12]([F:13])[F:14])=[C:6]([O:9][CH3:10])[C:7]=1[O:8][CH2:21][CH:22]([CH3:24])[CH3:23], predict the reactants needed to synthesize it. The reactants are: [Br:1][C:2]1[C:7]([OH:8])=[C:6]([O:9][CH3:10])[C:5]([O:11][CH:12]([F:14])[F:13])=[CH:4][CH:3]=1.C(=O)([O-])[O-].[K+].[K+].[CH2:21](Br)[CH:22]([CH3:24])[CH3:23]. (4) Given the product [OH:27][NH:26][C:22]([C:20]1[CH:19]=[CH:18][C:8]2[CH2:9][N:10]([C:11]([C:13]3([CH3:17])[CH2:16][CH2:15][CH2:14]3)=[O:12])[C@H:4]([CH:1]([CH3:3])[CH3:2])[CH2:5][O:6][C:7]=2[CH:21]=1)=[O:24], predict the reactants needed to synthesize it. The reactants are: [CH:1]([C@H:4]1[N:10]([C:11]([C:13]2([CH3:17])[CH2:16][CH2:15][CH2:14]2)=[O:12])[CH2:9][C:8]2[CH:18]=[CH:19][C:20]([C:22]([O:24]C)=O)=[CH:21][C:7]=2[O:6][CH2:5]1)([CH3:3])[CH3:2].[NH2:26][OH:27].[OH-].[Na+]. (5) Given the product [SH:43][CH2:42][CH:36]([S:35][CH:34]([CH2:6][SH:7])[CH2:29][S:30][CH2:31][CH2:32][SH:33])[CH2:37][S:38][CH2:39][CH2:40][SH:41], predict the reactants needed to synthesize it. The reactants are: [S-2].[Na+].[Na+].Cl.N[C:6](N)=[S:7].N.SCC(CSCC(CS)SCCS)SCCS.SC[CH:29]([CH2:34][S:35][CH:36]([CH2:42][SH:43])[CH2:37][S:38][CH2:39][CH2:40][SH:41])[S:30][CH2:31][CH2:32][SH:33]. (6) Given the product [CH3:1][O:2][C:3]1[CH:4]=[CH:5][C:6]([C:14](=[O:21])[C:15]([CH3:25])([CH3:20])[C:16]([O:18][CH3:19])=[O:17])=[C:7]2[C:12]=1[N:11]=[C:10]([CH3:13])[CH:9]=[CH:8]2, predict the reactants needed to synthesize it. The reactants are: [CH3:1][O:2][C:3]1[CH:4]=[CH:5][C:6]([C:14](=[O:21])[CH:15]([CH3:20])[C:16]([O:18][CH3:19])=[O:17])=[C:7]2[C:12]=1[N:11]=[C:10]([CH3:13])[CH:9]=[CH:8]2.[H-].[Na+].I[CH3:25].[Cl-].[NH4+]. (7) Given the product [CH3:1][O:2][C:3]1[CH:10]=[C:9]([O:11][CH3:12])[CH:8]=[CH:7][C:4]=1[CH:5]=[CH:25][C:24]([C:20]1[CH:21]=[CH:22][CH:23]=[C:18]([O:17][CH2:13][CH2:14][CH2:15][CH3:16])[CH:19]=1)=[O:26], predict the reactants needed to synthesize it. The reactants are: [CH3:1][O:2][C:3]1[CH:10]=[C:9]([O:11][CH3:12])[CH:8]=[CH:7][C:4]=1[CH:5]=O.[CH2:13]([O:17][C:18]1[CH:19]=[C:20]([C:24](=[O:26])[CH3:25])[CH:21]=[CH:22][CH:23]=1)[CH2:14][CH2:15][CH3:16]. (8) Given the product [ClH:19].[Cl:19][C:16]1[CH:17]=[CH:18][C:11]2[CH2:10][CH2:9][NH:8][CH2:14][CH2:13][C:12]=2[C:15]=1[S:20][CH:33]([C:31]1[CH:30]=[CH:29][CH:28]=[C:27]([CH3:26])[N:32]=1)[CH3:34], predict the reactants needed to synthesize it. The reactants are: C(OC([N:8]1[CH2:14][CH2:13][C:12]2[C:15]([S:20]C(=O)N(C)C)=[C:16]([Cl:19])[CH:17]=[CH:18][C:11]=2[CH2:10][CH2:9]1)=O)(C)(C)C.[CH3:26][C:27]1[N:32]=[C:31]([C@H:33](OS(C)(=O)=O)[CH3:34])[CH:30]=[CH:29][CH:28]=1. (9) The reactants are: [CH3:1][O:2][C:3]([CH:5]1[N:10](CC2C=CC(OC)=CC=2OC)[CH2:9][C:8]2[C:22]([C:25]3[CH:30]=[CH:29][C:28]([F:31])=[CH:27][CH:26]=3)=[CH:23][S:24][C:7]=2[C:6]1=[O:32])=[O:4].S(Cl)(Cl)=O. Given the product [CH3:1][O:2][C:3]([C:5]1[N:10]=[CH:9][C:8]2[C:22]([C:25]3[CH:30]=[CH:29][C:28]([F:31])=[CH:27][CH:26]=3)=[CH:23][S:24][C:7]=2[C:6]=1[OH:32])=[O:4], predict the reactants needed to synthesize it.